This data is from Catalyst prediction with 721,799 reactions and 888 catalyst types from USPTO. The task is: Predict which catalyst facilitates the given reaction. (1) Reactant: [Cl:1][C:2]1[N:7]=[C:6]([NH:8][CH:9]2[CH2:14][CH2:13][CH2:12][CH:11]([NH:15]C(=O)OC(C)(C)C)[CH2:10]2)[CH:5]=[C:4]([C:23]2[C:31]3[C:26](=[N:27][CH:28]=[C:29]([O:32][CH3:33])[CH:30]=3)[N:25]([S:34]([C:37]3[CH:42]=[CH:41][CH:40]=[CH:39][CH:38]=3)(=[O:36])=[O:35])[CH:24]=2)[CH:3]=1.[F:43][C:44]([F:49])([F:48])[C:45]([OH:47])=[O:46]. Product: [Cl:1][C:2]1[N:7]=[C:6]([NH:8][CH:9]2[CH2:14][CH2:13][CH2:12][CH:11]([NH2:15])[CH2:10]2)[CH:5]=[C:4]([C:23]2[C:31]3[C:26](=[N:27][CH:28]=[C:29]([O:32][CH3:33])[CH:30]=3)[N:25]([S:34]([C:37]3[CH:42]=[CH:41][CH:40]=[CH:39][CH:38]=3)(=[O:36])=[O:35])[CH:24]=2)[CH:3]=1.[F:43][C:44]([F:49])([F:48])[C:45]([OH:47])=[O:46]. The catalyst class is: 2. (2) Reactant: Cl.[Cl:2][C:3]1[CH:4]=[C:5]2[C:9](=[CH:10][CH:11]=1)[NH:8][C:7]([C:12]1[CH:13]=[N:14][CH:15]=[CH:16][CH:17]=1)=[C:6]2[CH3:18].C[Si]([N-][Si](C)(C)C)(C)C.[K+].[CH2:29]([O:31][C:32](=[O:43])[C:33]1[C:38]([CH3:39])=[CH:37][C:36]([CH2:40]Br)=[CH:35][C:34]=1[CH3:42])[CH3:30]. Product: [CH2:29]([O:31][C:32](=[O:43])[C:33]1[C:38]([CH3:39])=[CH:37][C:36]([CH2:40][N:8]2[C:9]3[C:5](=[CH:4][C:3]([Cl:2])=[CH:11][CH:10]=3)[C:6]([CH3:18])=[C:7]2[C:12]2[CH:13]=[N:14][CH:15]=[CH:16][CH:17]=2)=[CH:35][C:34]=1[CH3:42])[CH3:30]. The catalyst class is: 1. (3) Reactant: [OH:1][C:2]1[C:7]([N+:8]([O-])=O)=[CH:6][CH:5]=[CH:4][C:3]=1[C:11]([N:13]1[CH2:17][CH2:16][C@@H:15]([OH:18])[CH2:14]1)=[O:12].[H][H]. Product: [NH2:8][C:7]1[C:2]([OH:1])=[C:3]([C:11]([N:13]2[CH2:17][CH2:16][C@@H:15]([OH:18])[CH2:14]2)=[O:12])[CH:4]=[CH:5][CH:6]=1. The catalyst class is: 19. (4) Reactant: [C:1]([O:5][C:6]([N:8]1[CH2:13][CH2:12][C:11]([C:15]2[S:16][CH:17]=[C:18]([C:20](OCC)=[O:21])[N:19]=2)([CH3:14])[CH2:10][CH2:9]1)=[O:7])([CH3:4])([CH3:3])[CH3:2]. Product: [C:1]([O:5][C:6]([N:8]1[CH2:9][CH2:10][C:11]([C:15]2[S:16][CH:17]=[C:18]([CH2:20][OH:21])[N:19]=2)([CH3:14])[CH2:12][CH2:13]1)=[O:7])([CH3:2])([CH3:3])[CH3:4]. The catalyst class is: 1. (5) Reactant: [CH:1]([N:4]([CH3:27])[C:5]1[C:6]([C:19]2[CH:24]=[CH:23][CH:22]=[C:21]([O:25][CH3:26])[CH:20]=2)=[N:7][C:8]2[C:13]([N:14]=1)=[CH:12][C:11]([C:15]([O:17]C)=[O:16])=[CH:10][CH:9]=2)([CH3:3])[CH3:2].CO.[OH-].[Na+]. Product: [CH:1]([N:4]([CH3:27])[C:5]1[C:6]([C:19]2[CH:24]=[CH:23][CH:22]=[C:21]([O:25][CH3:26])[CH:20]=2)=[N:7][C:8]2[C:13]([N:14]=1)=[CH:12][C:11]([C:15]([OH:17])=[O:16])=[CH:10][CH:9]=2)([CH3:3])[CH3:2]. The catalyst class is: 6.